From a dataset of Reaction yield outcomes from USPTO patents with 853,638 reactions. Predict the reaction yield, written as a fraction of the theoretical maximum amount of product (1.0 means a 100% yield; for example, 0.34 means a 34% yield). The yield is 0.0700. The catalyst is C1COCC1. The reactants are Cl.[C:2]1([NH:8][CH:9]([C:13]2[S:14][CH:15]=[CH:16][CH:17]=2)[C:10]([OH:12])=[O:11])[CH:7]=[CH:6][CH:5]=[CH:4][CH:3]=1.C1CCC(N=C=NC2CCCCC2)CC1.C1C=CC2N(O)N=NC=2C=1.[N:43]12[CH2:50][CH2:49][CH:46]([CH2:47][CH2:48]1)[C@@H:45](O)[CH2:44]2. The product is [C:2]1([NH:8][CH:9]([C:13]2[S:14][CH:15]=[CH:16][CH:17]=2)[C:10]([O:12][C@@H:45]2[CH:46]3[CH2:49][CH2:50][N:43]([CH2:48][CH2:47]3)[CH2:44]2)=[O:11])[CH:3]=[CH:4][CH:5]=[CH:6][CH:7]=1.